This data is from Forward reaction prediction with 1.9M reactions from USPTO patents (1976-2016). The task is: Predict the product of the given reaction. (1) Given the reactants I.[Br:2][C:3]1[CH:4]=[C:5]2[C:10]([NH:11][CH:12]3[C:16]([CH3:18])([CH3:17])[CH2:15][NH:14][CH2:13]3)=[C:9]([C:19]([NH2:21])=[O:20])[CH:8]=[N:7][N:6]2[CH:22]=1.CCN(C(C)C)C(C)C.[CH3:32][S:33](Cl)(=[O:35])=[O:34], predict the reaction product. The product is: [Br:2][C:3]1[CH:4]=[C:5]2[C:10]([NH:11][CH:12]3[C:16]([CH3:17])([CH3:18])[CH2:15][N:14]([S:33]([CH3:32])(=[O:35])=[O:34])[CH2:13]3)=[C:9]([C:19]([NH2:21])=[O:20])[CH:8]=[N:7][N:6]2[CH:22]=1. (2) The product is: [CH3:1][O:2][C:3](=[O:4])[CH2:5][CH2:6][CH2:7][CH2:8][C:9]1[CH:17]=[CH:16][C:12]([C:13]([N:25]2[CH2:24][C:23]3[CH:22]=[N:21][N:20]([CH3:19])[C:29]=3[NH:28][C:27]3[CH:30]=[CH:31][CH:32]=[CH:33][C:26]2=3)=[O:15])=[CH:11][C:10]=1[CH3:18]. Given the reactants [CH3:1][O:2][C:3]([CH2:5][CH2:6][CH2:7][CH2:8][C:9]1[CH:17]=[CH:16][C:12]([C:13]([OH:15])=O)=[CH:11][C:10]=1[CH3:18])=[O:4].[CH3:19][N:20]1[C:29]2[NH:28][C:27]3[CH:30]=[CH:31][CH:32]=[CH:33][C:26]=3[NH:25][CH2:24][C:23]=2[CH:22]=[N:21]1.C(N(CC)CC)C, predict the reaction product. (3) Given the reactants [C:1]([C:4]12[CH2:11][CH2:10][C:7]([NH:12][CH2:13][C:14]([N:16]3[CH2:20][C@@H:19]([F:21])[CH2:18][C@H:17]3[C:22]#[N:23])=[O:15])([CH2:8][CH2:9]1)[CH2:6][CH2:5]2)([OH:3])=O.[S:24]1[C:28]2[CH:29]=[CH:30][CH:31]=[CH:32][C:27]=2[N:26]=[C:25]1[C:33]1[CH:39]=[CH:38][C:36]([NH2:37])=[CH:35][CH:34]=1, predict the reaction product. The product is: [S:24]1[C:28]2[CH:29]=[CH:30][CH:31]=[CH:32][C:27]=2[N:26]=[C:25]1[C:33]1[CH:39]=[CH:38][C:36]([NH:37][C:1]([C:4]23[CH2:5][CH2:6][C:7]([NH:12][CH2:13][C:14]([N:16]4[CH2:20][C@@H:19]([F:21])[CH2:18][C@H:17]4[C:22]#[N:23])=[O:15])([CH2:10][CH2:11]2)[CH2:8][CH2:9]3)=[O:3])=[CH:35][CH:34]=1. (4) The product is: [CH3:1][S:2]([O:5][C:6]1[C:14]([CH2:15][O:16][CH3:17])=[CH:13][C:12]([I:20])=[C:11]2[C:7]=1[CH2:8][NH:9][C:10]2=[O:21])(=[O:3])=[O:4]. Given the reactants [CH3:1][S:2]([O:5][C:6]1[C:14]([CH:15](OC)[O:16][CH3:17])=[CH:13][C:12]([I:20])=[C:11]2[C:7]=1[CH:8](OC)[N:9](C(C)(C1C=CC=CC=1)C)[C:10]2=[O:21])(=[O:4])=[O:3].FC(F)(F)C(O)=O.C([SiH](CC)CC)C.O, predict the reaction product. (5) Given the reactants [NH2:1][C:2]1[N:7]([CH2:8][CH:9]2[CH2:13][CH2:12][CH2:11][O:10]2)[C:6](=[S:14])[NH:5][C:4](=[O:15])[CH:3]=1.[N:16]([O-])=[O:17].[Na+], predict the reaction product. The product is: [NH2:1][C:2]1[N:7]([CH2:8][CH:9]2[CH2:13][CH2:12][CH2:11][O:10]2)[C:6](=[S:14])[NH:5][C:4](=[O:15])[C:3]=1[N:16]=[O:17]. (6) Given the reactants C(OC([NH:11][C@@H:12]1[C@@H:18]2[CH:19]=[CH:20][C@@H:14]([C@@H:15]3[C@H:17]2[CH2:16]3)[C@@H:13]1[C:21]([O:23][CH3:24])=[O:22])=O)C1C=CC=CC=1.[ClH:25], predict the reaction product. The product is: [ClH:25].[NH2:11][C@@H:12]1[C@@H:18]2[CH2:19][CH2:20][C@@H:14]([C@@H:15]3[C@H:17]2[CH2:16]3)[C@@H:13]1[C:21]([O:23][CH3:24])=[O:22].